From a dataset of Catalyst prediction with 721,799 reactions and 888 catalyst types from USPTO. Predict which catalyst facilitates the given reaction. (1) Reactant: [CH3:1][C:2]([O:4][C@H:5]1[C:14]2[C@@:15]3([CH3:30])[C@@H:26]([CH2:27][O:28][CH3:29])[O:25][C:23](=[O:24])[C:17]4=[CH:18][O:19][C:20]([C:21](=[O:22])[C:13]=2[C@@H:8]2[CH2:9][CH2:10][C@H:11]([OH:12])[C@@:7]2([CH3:31])[CH2:6]1)=[C:16]34)=[O:3].[C:32]1([CH:38]2[CH2:43][CH2:42][NH:41][CH2:40][CH2:39]2)[CH:37]=[CH:36][CH:35]=[CH:34][CH:33]=1. Product: [C:2]([O:4][C@H:5]1[C:14]2[C@:15]3([CH3:30])[C:16](/[C:17](=[CH:18]\[N:41]4[CH2:42][CH2:43][CH:38]([C:32]5[CH:37]=[CH:36][CH:35]=[CH:34][CH:33]=5)[CH2:39][CH2:40]4)/[C:23](=[O:24])[O:25][C@@H:26]3[CH2:27][O:28][CH3:29])=[C:20]([OH:19])[C:21](=[O:22])[C:13]=2[CH:8]2[C@@:7]([CH3:31])([C@@H:11]([OH:12])[CH2:10][CH2:9]2)[CH2:6]1)(=[O:3])[CH3:1]. The catalyst class is: 2. (2) Reactant: [CH3:1][C:2]1[N:3]=[CH:4][O:5][C:6]=1[C:7]1[CH:12]=[CH:11][C:10]([CH2:13][C:14]([OH:16])=O)=[CH:9][CH:8]=1.[Cl-].[Cl-].[NH3+:19][C@@H:20]([C:22]1[CH:27]=[CH:26][C:25]([O:28][CH2:29][C:30]([F:33])([F:32])[F:31])=[CH:24][NH+:23]=1)[CH3:21].C1C=NC2N(O)N=NC=2C=1.C(Cl)CCl.CCN(C(C)C)C(C)C. Product: [CH3:1][C:2]1[N:3]=[CH:4][O:5][C:6]=1[C:7]1[CH:8]=[CH:9][C:10]([CH2:13][C:14]([NH:19][C@@H:20]([C:22]2[CH:27]=[CH:26][C:25]([O:28][CH2:29][C:30]([F:33])([F:31])[F:32])=[CH:24][N:23]=2)[CH3:21])=[O:16])=[CH:11][CH:12]=1. The catalyst class is: 2. (3) Reactant: [CH3:1][C:2]1([CH3:17])[C:10]2[C:5](=[CH:6][C:7]([N+:11]([O-])=O)=[CH:8][CH:9]=2)[N:4]([C:14](=[O:16])[CH3:15])[CH2:3]1. Product: [NH2:11][C:7]1[CH:6]=[C:5]2[C:10]([C:2]([CH3:17])([CH3:1])[CH2:3][N:4]2[C:14](=[O:16])[CH3:15])=[CH:9][CH:8]=1. The catalyst class is: 19. (4) Reactant: [CH:1]1[C:10]2[C:5](=[CH:6][CH:7]=[CH:8][CH:9]=2)[CH:4]=[CH:3][C:2]=1[O:11][C:12]1[CH:17]=[CH:16][C:15]([N+:18]([O-])=O)=[CH:14][CH:13]=1. Product: [CH:1]1[C:10]2[C:5](=[CH:6][CH:7]=[CH:8][CH:9]=2)[CH:4]=[CH:3][C:2]=1[O:11][C:12]1[CH:17]=[CH:16][C:15]([NH2:18])=[CH:14][CH:13]=1. The catalyst class is: 50. (5) Reactant: [CH3:1][NH:2][C:3]1[CH:24]=[CH:23][CH:22]=[CH:21][C:4]=1[C:5]([O:7][CH2:8][CH2:9][CH2:10][CH:11]1[CH2:16][CH2:15][C:14]([O:17]CC)=[CH:13][C:12]1=[O:20])=[O:6]. Product: [CH3:1][NH:2][C:3]1[CH:24]=[CH:23][CH:22]=[CH:21][C:4]=1[C:5]([O:7][CH2:8][CH2:9][CH2:10][CH:11]1[CH2:16][CH2:15][C:14](=[O:17])[CH2:13][C:12]1=[O:20])=[O:6]. The catalyst class is: 343. (6) Reactant: [CH3:1][O:2][C:3]1[CH:4]=[CH:5][CH:6]=[C:7]2[C:11]=1[NH:10][CH:9]=[C:8]2[C:12]([OH:14])=[O:13].[H-].[Na+].[CH:17]1([CH2:23]Br)[CH2:22][CH2:21][CH2:20][CH2:19][CH2:18]1.O. Product: [CH:17]1([CH2:23][N:10]2[C:11]3[C:7](=[CH:6][CH:5]=[CH:4][C:3]=3[O:2][CH3:1])[C:8]([C:12]([OH:14])=[O:13])=[CH:9]2)[CH2:22][CH2:21][CH2:20][CH2:19][CH2:18]1. The catalyst class is: 9. (7) Reactant: [NH2:1][C:2]1[CH:3]=[C:4]([CH:14]=[C:15]([CH3:18])[C:16]=1[NH2:17])[O:5][CH2:6][CH2:7][CH2:8][C:9]([O:11][CH2:12][CH3:13])=[O:10].N1([C:24](N2C=CN=C2)=[S:25])C=CN=C1.O. Product: [CH3:18][C:15]1[C:16]2[NH:17][C:24](=[S:25])[NH:1][C:2]=2[CH:3]=[C:4]([O:5][CH2:6][CH2:7][CH2:8][C:9]([O:11][CH2:12][CH3:13])=[O:10])[CH:14]=1. The catalyst class is: 3.